Predict the reactants needed to synthesize the given product. From a dataset of Full USPTO retrosynthesis dataset with 1.9M reactions from patents (1976-2016). (1) Given the product [CH3:1][O:2][C:3]1[CH:4]=[C:5]2[C:10](=[CH:11][C:12]=1[O:13][CH3:14])[N:9]=[CH:8][CH:7]=[C:6]2[O:15][C:16]1[C:22]([CH3:23])=[CH:21][C:19]([NH:20][C:29](=[O:35])[O:28][CH2:26][C:39]2[CH:40]=[CH:41][CH:42]=[CH:43][C:38]=2[CH3:37])=[C:18]([CH3:24])[CH:17]=1, predict the reactants needed to synthesize it. The reactants are: [CH3:1][O:2][C:3]1[CH:4]=[C:5]2[C:10](=[CH:11][C:12]=1[O:13][CH3:14])[N:9]=[CH:8][CH:7]=[C:6]2[O:15][C:16]1[C:22]([CH3:23])=[CH:21][C:19]([NH2:20])=[C:18]([CH3:24])[CH:17]=1.Cl[C:26](Cl)([O:28][C:29](=[O:35])OC(Cl)(Cl)Cl)Cl.[CH3:37][C:38]1[CH:43]=[CH:42][CH:41]=[CH:40][C:39]=1CO.C(=O)(O)[O-].[Na+]. (2) Given the product [Cl:30][C:31]1[C:32]([N:20]2[CH2:19][CH2:18][O:17][C:16]3[CH:21]=[C:12]([S:9]([N:8]([CH2:7][C:6]4[CH:5]=[CH:4][C:3]([O:2][CH3:1])=[CH:29][CH:28]=4)[C:22]4[CH:27]=[CH:26][N:25]=[CH:24][N:23]=4)(=[O:11])=[O:10])[CH:13]=[CH:14][C:15]2=3)=[N:33][CH:34]=[C:35]([C:37]([F:39])([F:38])[F:40])[CH:36]=1, predict the reactants needed to synthesize it. The reactants are: [CH3:1][O:2][C:3]1[CH:29]=[CH:28][C:6]([CH2:7][N:8]([C:22]2[CH:27]=[CH:26][N:25]=[CH:24][N:23]=2)[S:9]([C:12]2[CH:13]=[CH:14][C:15]3[NH:20][CH2:19][CH2:18][O:17][C:16]=3[CH:21]=2)(=[O:11])=[O:10])=[CH:5][CH:4]=1.[Cl:30][C:31]1[C:32](F)=[N:33][CH:34]=[C:35]([C:37]([F:40])([F:39])[F:38])[CH:36]=1.